Task: Predict the product of the given reaction.. Dataset: Forward reaction prediction with 1.9M reactions from USPTO patents (1976-2016) Given the reactants Cl[C:2]1[C:7]([N+:8]([O-:10])=[O:9])=[CH:6][CH:5]=[C:4]([Cl:11])[N:3]=1.[C:12]([Cu])#[N:13], predict the reaction product. The product is: [Cl:11][C:4]1[N:3]=[C:2]([C:12]#[N:13])[C:7]([N+:8]([O-:10])=[O:9])=[CH:6][CH:5]=1.